The task is: Predict the reactants needed to synthesize the given product.. This data is from Full USPTO retrosynthesis dataset with 1.9M reactions from patents (1976-2016). (1) Given the product [CH3:1][O:2][C:3]1[CH:10]=[C:9]([O:11][CH:12]2[CH2:17][CH2:16][CH2:15][CH2:14][O:13]2)[CH:8]=[C:7]([CH3:18])[C:4]=1[CH2:5][N:19]1[CH2:24][CH2:23][CH2:22][CH2:21][CH2:20]1, predict the reactants needed to synthesize it. The reactants are: [CH3:1][O:2][C:3]1[CH:10]=[C:9]([O:11][CH:12]2[CH2:17][CH2:16][CH2:15][CH2:14][O:13]2)[CH:8]=[C:7]([CH3:18])[C:4]=1[CH:5]=O.[NH:19]1[CH2:24][CH2:23][CH2:22][CH2:21][CH2:20]1.C(O[BH-](OC(=O)C)OC(=O)C)(=O)C.[Na+]. (2) Given the product [F:9][C:4]1[CH:3]=[C:2]([C:10]2[CH:15]=[CH:14][CH:13]=[CH:12][CH:11]=2)[CH:7]=[C:6]([F:8])[CH:5]=1, predict the reactants needed to synthesize it. The reactants are: Br[C:2]1[CH:7]=[C:6]([F:8])[CH:5]=[C:4]([F:9])[CH:3]=1.[C:10]1(B(O)O)[CH:15]=[CH:14][CH:13]=[CH:12][CH:11]=1. (3) Given the product [Cl:1][C:2]1[CH:3]=[C:4]([NH:9][C:10]2[C:19]3[C:14](=[CH:15][CH:16]=[CH:17][C:18]=3[O:20][C@H:21]([CH3:28])[CH2:22][N:23]([CH3:27])[C:24](=[O:26])[CH3:25])[N:13]=[CH:12][N:11]=2)[CH:5]=[CH:6][C:7]=1[O:8][CH2:34][C:35]1[CH:40]=[N:39][CH:38]=[CH:37][N:36]=1, predict the reactants needed to synthesize it. The reactants are: [Cl:1][C:2]1[CH:3]=[C:4]([NH:9][C:10]2[C:19]3[C:14](=[CH:15][CH:16]=[CH:17][C:18]=3[O:20][C@H:21]([CH3:28])[CH2:22][N:23]([CH3:27])[C:24](=[O:26])[CH3:25])[N:13]=[CH:12][N:11]=2)[CH:5]=[CH:6][C:7]=1[OH:8].CS(O[CH2:34][C:35]1[CH:40]=[N:39][CH:38]=[CH:37][N:36]=1)(=O)=O.